From a dataset of NCI-60 drug combinations with 297,098 pairs across 59 cell lines. Regression. Given two drug SMILES strings and cell line genomic features, predict the synergy score measuring deviation from expected non-interaction effect. (1) Drug 1: C1CCC(C(C1)N)N.C(=O)(C(=O)[O-])[O-].[Pt+4]. Drug 2: CC1C(C(CC(O1)OC2CC(CC3=C2C(=C4C(=C3O)C(=O)C5=C(C4=O)C(=CC=C5)OC)O)(C(=O)CO)O)N)O.Cl. Cell line: HS 578T. Synergy scores: CSS=41.7, Synergy_ZIP=-0.0467, Synergy_Bliss=0.708, Synergy_Loewe=-6.45, Synergy_HSA=1.78. (2) Drug 1: C1=CC(=CC=C1CC(C(=O)O)N)N(CCCl)CCCl.Cl. Drug 2: C(CN)CNCCSP(=O)(O)O. Cell line: HCT116. Synergy scores: CSS=27.5, Synergy_ZIP=3.03, Synergy_Bliss=4.47, Synergy_Loewe=6.82, Synergy_HSA=7.94. (3) Drug 1: CCCCCOC(=O)NC1=NC(=O)N(C=C1F)C2C(C(C(O2)C)O)O. Drug 2: COC1=C2C(=CC3=C1OC=C3)C=CC(=O)O2. Cell line: NCIH23. Synergy scores: CSS=6.70, Synergy_ZIP=-1.89, Synergy_Bliss=-3.40, Synergy_Loewe=5.12, Synergy_HSA=-0.627. (4) Drug 2: C1=C(C(=O)NC(=O)N1)F. Cell line: NCI-H226. Synergy scores: CSS=25.2, Synergy_ZIP=7.78, Synergy_Bliss=11.8, Synergy_Loewe=10.3, Synergy_HSA=10.8. Drug 1: CCCS(=O)(=O)NC1=C(C(=C(C=C1)F)C(=O)C2=CNC3=C2C=C(C=N3)C4=CC=C(C=C4)Cl)F. (5) Drug 1: C1=CC(=CC=C1CCC2=CNC3=C2C(=O)NC(=N3)N)C(=O)NC(CCC(=O)O)C(=O)O. Drug 2: C1=CC(=CC=C1CCCC(=O)O)N(CCCl)CCCl. Cell line: SR. Synergy scores: CSS=68.9, Synergy_ZIP=-2.52, Synergy_Bliss=-4.32, Synergy_Loewe=-1.20, Synergy_HSA=0.458. (6) Drug 1: C1=C(C(=O)NC(=O)N1)F. Drug 2: CN1C(=O)N2C=NC(=C2N=N1)C(=O)N. Cell line: OVCAR3. Synergy scores: CSS=33.1, Synergy_ZIP=3.27, Synergy_Bliss=2.85, Synergy_Loewe=-11.5, Synergy_HSA=0.139. (7) Drug 1: CC(C1=C(C=CC(=C1Cl)F)Cl)OC2=C(N=CC(=C2)C3=CN(N=C3)C4CCNCC4)N. Drug 2: C(=O)(N)NO. Cell line: COLO 205. Synergy scores: CSS=29.4, Synergy_ZIP=-2.57, Synergy_Bliss=5.11, Synergy_Loewe=-5.99, Synergy_HSA=2.53. (8) Drug 1: CC12CCC(CC1=CCC3C2CCC4(C3CC=C4C5=CN=CC=C5)C)O. Drug 2: C1=NC(=NC(=O)N1C2C(C(C(O2)CO)O)O)N. Cell line: NCI-H322M. Synergy scores: CSS=9.29, Synergy_ZIP=-0.857, Synergy_Bliss=2.93, Synergy_Loewe=-3.60, Synergy_HSA=2.02. (9) Drug 1: CC1=C2C(C(=O)C3(C(CC4C(C3C(C(C2(C)C)(CC1OC(=O)C(C(C5=CC=CC=C5)NC(=O)OC(C)(C)C)O)O)OC(=O)C6=CC=CC=C6)(CO4)OC(=O)C)OC)C)OC. Drug 2: CCC1=C2CN3C(=CC4=C(C3=O)COC(=O)C4(CC)O)C2=NC5=C1C=C(C=C5)O. Cell line: K-562. Synergy scores: CSS=53.6, Synergy_ZIP=-0.443, Synergy_Bliss=-2.58, Synergy_Loewe=-8.81, Synergy_HSA=1.59.